Dataset: Full USPTO retrosynthesis dataset with 1.9M reactions from patents (1976-2016). Task: Predict the reactants needed to synthesize the given product. (1) Given the product [CH3:1][C:2]1[CH:11]=[CH:10][C:9]2[C:4](=[CH:5][CH:6]=[CH:7][C:8]=2[N:12]2[CH2:13][CH2:14][N:15]([CH2:18][CH2:19][C:20]3[CH:21]=[C:22]([N:23]([S:35]([CH3:34])(=[O:37])=[O:36])[S:35]([CH3:34])(=[O:37])=[O:36])[CH:24]=[CH:25][CH:26]=3)[CH2:16][CH2:17]2)[N:3]=1, predict the reactants needed to synthesize it. The reactants are: [CH3:1][C:2]1[CH:11]=[CH:10][C:9]2[C:4](=[CH:5][CH:6]=[CH:7][C:8]=2[N:12]2[CH2:17][CH2:16][N:15]([CH2:18][CH2:19][C:20]3[CH:21]=[C:22]([CH:24]=[CH:25][CH:26]=3)[NH2:23])[CH2:14][CH2:13]2)[N:3]=1.C(N(CC)CC)C.[CH3:34][S:35](Cl)(=[O:37])=[O:36]. (2) Given the product [CH3:1][C@H:2]1[N:7]([CH3:8])[CH2:6][CH:5]([C:9]2[CH:14]=[CH:13][CH:12]=[CH:11][CH:10]=2)[N:4]([CH2:15][C:16]([O-:18])=[O:17])[C:3]1=[O:20].[Li+:21], predict the reactants needed to synthesize it. The reactants are: [CH3:1][C@H:2]1[N:7]([CH3:8])[CH2:6][CH:5]([C:9]2[CH:14]=[CH:13][CH:12]=[CH:11][CH:10]=2)[N:4]([CH2:15][C:16]([O:18]C)=[O:17])[C:3]1=[O:20].[Li+:21].[OH-].Cl. (3) Given the product [ClH:26].[NH2:5][CH2:8][C:9]1[N:10]=[C:11]([NH:14][C:15]([NH:17][CH2:18][C:19]2[CH:24]=[CH:23][CH:22]=[C:21]([F:25])[CH:20]=2)=[O:16])[S:12][CH:13]=1, predict the reactants needed to synthesize it. The reactants are: CP(C)C.[N:5]([CH2:8][C:9]1[N:10]=[C:11]([NH:14][C:15]([NH:17][CH2:18][C:19]2[CH:24]=[CH:23][CH:22]=[C:21]([F:25])[CH:20]=2)=[O:16])[S:12][CH:13]=1)=[N+]=[N-].[ClH:26]. (4) Given the product [Cl:31][C:32]1[CH:38]=[CH:37][C:35]([NH:36][C:23](=[O:24])[C:22]2[CH:26]=[CH:27][CH:28]=[CH:20][CH:21]=2)=[CH:34][CH:33]=1, predict the reactants needed to synthesize it. The reactants are: C12(C3C=CC(OCC(N[C:20]4[CH:21]=[C:22]([CH:26]=[CH:27][CH:28]=4)[C:23](O)=[O:24])=O)=CC=3)CC3CC(CC(C3)C1)C2.[Cl:31][C:32]1[CH:38]=[CH:37][C:35]([NH2:36])=[CH:34][CH:33]=1.CCN(C(C)C)C(C)C.C(Cl)CCl.C1C=CC2N(O)N=NC=2C=1. (5) The reactants are: [O:1]1[CH2:5][CH2:4][C@H:3]([O:6][C:7]([O:9]N2C(=O)CCC2=O)=O)[CH2:2]1.Cl.Cl.[CH3:19][C:20]1[N:24]([CH:25]2[CH2:31][CH:30]3[N:32]([CH2:33][CH2:34][C:35]4([C:41]5[CH:46]=[CH:45][CH:44]=[CH:43][CH:42]=5)[CH2:40][CH2:39][NH:38][CH2:37][CH2:36]4)[CH:27]([CH2:28][CH2:29]3)[CH2:26]2)[C:23]2[CH:47]=[CH:48][CH:49]=[CH:50][C:22]=2[N:21]=1.C(N(CC)C(C)C)(C)C. Given the product [CH3:19][C:20]1[N:24]([CH:25]2[CH2:31][C@H:30]3[N:32]([CH2:33][CH2:34][C:35]4([C:41]5[CH:46]=[CH:45][CH:44]=[CH:43][CH:42]=5)[CH2:36][CH2:37][N:38]([C:7]([O:6][C@H:3]5[CH2:4][CH2:5][O:1][CH2:2]5)=[O:9])[CH2:39][CH2:40]4)[C@H:27]([CH2:28][CH2:29]3)[CH2:26]2)[C:23]2[CH:47]=[CH:48][CH:49]=[CH:50][C:22]=2[N:21]=1, predict the reactants needed to synthesize it.